From a dataset of Reaction yield outcomes from USPTO patents with 853,638 reactions. Predict the reaction yield, written as a fraction of the theoretical maximum amount of product (1.0 means a 100% yield; for example, 0.34 means a 34% yield). (1) The product is [NH2:28][C:29]1[N:34]=[CH:33][C:32](/[CH:35]=[CH:36]/[C:37]([NH:1][CH2:2][C:3]2([CH3:27])[CH2:7][C:6]3[CH:8]=[C:9]([C:13]4[CH:14]=[CH:15][C:16]([C:19]([N:21]5[CH2:22][CH2:23][O:24][CH2:25][CH2:26]5)=[O:20])=[CH:17][CH:18]=4)[CH:10]=[C:11]([Cl:12])[C:5]=3[O:4]2)=[O:38])=[CH:31][CH:30]=1. The catalyst is CN(C=O)C.O. The reactants are [NH2:1][CH2:2][C:3]1([CH3:27])[CH2:7][C:6]2[CH:8]=[C:9]([C:13]3[CH:18]=[CH:17][C:16]([C:19]([N:21]4[CH2:26][CH2:25][O:24][CH2:23][CH2:22]4)=[O:20])=[CH:15][CH:14]=3)[CH:10]=[C:11]([Cl:12])[C:5]=2[O:4]1.[NH2:28][C:29]1[N:34]=[CH:33][C:32](/[CH:35]=[CH:36]/[C:37](O)=[O:38])=[CH:31][CH:30]=1.CCN=C=NCCCN(C)C.C1C=CC2N(O)N=NC=2C=1.CCN(C(C)C)C(C)C. The yield is 0.570. (2) The reactants are C[O:2][C:3](=[O:35])[C@@H:4]([NH:12][C:13]([C:15]1[CH:16]=[N:17][C:18]([O:21][CH2:22][C:23]2[C:24]([C:29]3[CH:34]=[CH:33][CH:32]=[CH:31][CH:30]=3)=[N:25][O:26][C:27]=2[CH3:28])=[CH:19][CH:20]=1)=[O:14])[CH2:5][C:6]1[CH:11]=[CH:10][CH:9]=[CH:8][CH:7]=1.O.[OH-].[Li+].Cl. The catalyst is C1COCC1.CO.O. The product is [CH3:28][C:27]1[O:26][N:25]=[C:24]([C:29]2[CH:30]=[CH:31][CH:32]=[CH:33][CH:34]=2)[C:23]=1[CH2:22][O:21][C:18]1[N:17]=[CH:16][C:15]([C:13]([NH:12][C@@H:4]([CH2:5][C:6]2[CH:11]=[CH:10][CH:9]=[CH:8][CH:7]=2)[C:3]([OH:35])=[O:2])=[O:14])=[CH:20][CH:19]=1. The yield is 0.950. (3) The reactants are [OH:1][C:2]1[CH2:6][NH:5][C:4](=[O:7])[C:3]=1[C:8]1[N:12]([C:13]([O:15][C:16]([CH3:19])([CH3:18])[CH3:17])=[O:14])[C:11]2[CH:20]=[C:21]([N:25]3[CH2:30][CH2:29][O:28][CH2:27][CH2:26]3)[CH:22]=[C:23]([CH3:24])[C:10]=2[N:9]=1.C(C1C=C(N)C=C(C(C)(C)C)N=1)(C)(C)C.[F:46][C:47]([F:60])([F:59])[S:48](O[S:48]([C:47]([F:60])([F:59])[F:46])(=[O:50])=[O:49])(=[O:50])=[O:49].NC[C@H](C1C=CC=C(Cl)C=1)O.C(#N)C.C([O-])(=O)C.[NH4+].O. The catalyst is ClCCl.CN(C)C=O.O. The product is [F:46][C:47]([F:60])([F:59])[S:48]([O:1][C:2]1[CH2:6][NH:5][C:4](=[O:7])[C:3]=1[C:8]1[N:12]([C:13]([O:15][C:16]([CH3:19])([CH3:17])[CH3:18])=[O:14])[C:11]2[CH:20]=[C:21]([N:25]3[CH2:30][CH2:29][O:28][CH2:27][CH2:26]3)[CH:22]=[C:23]([CH3:24])[C:10]=2[N:9]=1)(=[O:50])=[O:49]. The yield is 0.380. (4) The reactants are Cl.[O:2]=[C:3]1[CH2:8][CH2:7][NH:6][CH2:5][CH:4]1[C:9]([O:11][CH3:12])=[O:10].[CH3:13][C:14]([O:17][C:18](O[C:18]([O:17][C:14]([CH3:16])([CH3:15])[CH3:13])=[O:19])=[O:19])([CH3:16])[CH3:15].CCCCCC. The catalyst is C(Cl)Cl.CN(C1C=CN=CC=1)C. The product is [O:2]=[C:3]1[CH2:8][CH2:7][N:6]([C:18]([O:17][C:14]([CH3:16])([CH3:15])[CH3:13])=[O:19])[CH2:5][CH:4]1[C:9]([O:11][CH3:12])=[O:10]. The yield is 0.760.